From a dataset of Full USPTO retrosynthesis dataset with 1.9M reactions from patents (1976-2016). Predict the reactants needed to synthesize the given product. (1) Given the product [CH3:11][C:10]1[CH:9]=[CH:8][C:7]2[NH:6][CH:5]=[CH:4][C:3]=2[C:2]=1[C:13]#[N:14], predict the reactants needed to synthesize it. The reactants are: Br[C:2]1[C:10]([CH3:11])=[CH:9][CH:8]=[C:7]2[C:3]=1[CH:4]=[CH:5][NH:6]2.O.[CH3:13][N:14]1C(=O)CCC1. (2) Given the product [CH3:25][O:24][C:22]([C:21]1[C:20]([CH:17]2[CH2:19][CH2:18]2)=[N:1][C:2]2[C:3]([C:9]=1[C:11]1[CH:16]=[CH:15][CH:14]=[CH:13][CH:12]=1)=[CH:4][C:5]([Cl:8])=[CH:6][CH:7]=2)=[O:23], predict the reactants needed to synthesize it. The reactants are: [NH2:1][C:2]1[CH:7]=[CH:6][C:5]([Cl:8])=[CH:4][C:3]=1[C:9]([C:11]1[CH:16]=[CH:15][CH:14]=[CH:13][CH:12]=1)=O.[CH:17]1([C:20](=O)[CH2:21][C:22]([O:24][CH3:25])=[O:23])[CH2:19][CH2:18]1.[O-]S(C(F)(F)F)(=O)=O.[Yb+3].[O-]S(C(F)(F)F)(=O)=O.[O-]S(C(F)(F)F)(=O)=O. (3) Given the product [CH3:9][CH:10]1[CH:13]([C:14]2[CH:19]=[CH:18][CH:17]=[CH:16][CH:15]=2)[NH:3][N:2]=[CH:11]1, predict the reactants needed to synthesize it. The reactants are: O.[NH2:2][NH2:3].C(OCC)C.[CH3:9][C:10](=[CH:13][C:14]1[CH:19]=[CH:18][CH:17]=[CH:16][CH:15]=1)[CH:11]=O. (4) Given the product [F:15][C:16]1[CH:21]=[CH:20][C:19]([CH2:22][C:23]2[C:32]3[C:27](=[CH:28][CH:29]=[CH:30][CH:31]=3)[C:26](=[O:33])[NH:25][N:24]=2)=[CH:18][C:17]=1[N:34]1[C:38](=[O:39])[CH:37]([CH3:41])[NH:36][C:35]1=[O:42], predict the reactants needed to synthesize it. The reactants are: CC(C)(C)C(Cl)=O.C(N(CC)CC)C.[F:15][C:16]1[CH:21]=[CH:20][C:19]([CH2:22][C:23]2[C:32]3[C:27](=[CH:28][CH:29]=[CH:30][CH:31]=3)[C:26](=[O:33])[NH:25][N:24]=2)=[CH:18][C:17]=1[NH:34][C:35](=[O:42])[NH:36][CH:37]([CH3:41])[C:38](O)=[O:39]. (5) Given the product [N:23]1[CH:24]=[CH:25][CH:26]=[C:21]([NH:20][C:4]([C:6]2[CH:11]=[C:10]([C:12]3[CH:13]=[N:14][CH:15]=[C:16]([F:18])[CH:17]=3)[CH:9]=[C:8]([CH3:19])[N:7]=2)=[O:5])[CH:22]=1, predict the reactants needed to synthesize it. The reactants are: C(O[C:4]([C:6]1[CH:11]=[C:10]([C:12]2[CH:13]=[N:14][CH:15]=[C:16]([F:18])[CH:17]=2)[CH:9]=[C:8]([CH3:19])[N:7]=1)=[O:5])C.[NH2:20][C:21]1[CH:22]=[N:23][CH:24]=[CH:25][CH:26]=1. (6) Given the product [O:11]([C:12]1[CH:13]=[C:14]([CH:17]=[CH:18][CH:19]=1)[CH2:15][N:31]1[CH2:37][CH2:36][CH2:35][NH:34][CH2:33][CH2:32]1)[C:10]1[CH:20]=[CH:21][CH:22]=[CH:23][CH:9]=1, predict the reactants needed to synthesize it. The reactants are: N#N.ClC(Cl)C.CO[C:9]1[CH:23]=[CH:22][CH:21]=[CH:20][C:10]=1[O:11][C:12]1[CH:13]=[C:14]([CH:17]=[CH:18][CH:19]=1)[CH:15]=O.C(OC([N:31]1[CH2:37][CH2:36][CH2:35][NH:34][CH2:33][CH2:32]1)=O)(C)(C)C.C(O[BH-](OC(=O)C)OC(=O)C)(=O)C.[Na+]. (7) Given the product [CH3:1][C:2]1[CH:3]=[C:4]2[C:8](=[CH:9][CH:10]=1)[C:7](=[O:11])[CH2:6][C@H:5]2[C:12]1[CH:17]=[CH:16][CH:15]=[CH:14][CH:13]=1, predict the reactants needed to synthesize it. The reactants are: [CH3:1][C:2]1[CH:3]=[C:4]2[C:8](=[CH:9][CH:10]=1)[C@@H:7]([OH:11])[CH:6]=[C:5]2[C:12]1[CH:17]=[CH:16][CH:15]=[CH:14][CH:13]=1.C1N2CCN(CC2)C1.